Task: Predict which catalyst facilitates the given reaction.. Dataset: Catalyst prediction with 721,799 reactions and 888 catalyst types from USPTO (1) Reactant: [NH2:1][C:2]1[C:7]([OH:8])=[CH:6][CH:5]=[C:4]([CH3:9])[N:3]=1.C(=O)(O)[O-].[Na+].O.Cl[CH2:17][C:18](Cl)=[O:19]. Product: [CH3:9][C:4]1[CH:5]=[CH:6][C:7]2[O:8][CH2:17][C:18](=[O:19])[NH:1][C:2]=2[N:3]=1. The catalyst class is: 131. (2) Reactant: [CH:1]1([NH:4][C:5](=[O:28])[NH:6][C:7]2[CH:12]=[CH:11][C:10]([C:13]3[N:18]=[C:17]([CH2:19][OH:20])[CH:16]=[C:15]([N:21]4[CH2:26][CH2:25][O:24][CH2:23][C@@H:22]4[CH3:27])[N:14]=3)=[CH:9][CH:8]=2)[CH2:3][CH2:2]1.C(N(CC)CC)C.[CH3:36][S:37](Cl)(=[O:39])=[O:38]. Product: [CH:1]1([NH:4][C:5](=[O:28])[NH:6][C:7]2[CH:12]=[CH:11][C:10]([C:13]3[N:14]=[C:15]([N:21]4[CH2:26][CH2:25][O:24][CH2:23][C@@H:22]4[CH3:27])[CH:16]=[C:17]([CH2:19][O:20][S:37]([CH3:36])(=[O:39])=[O:38])[N:18]=3)=[CH:9][CH:8]=2)[CH2:3][CH2:2]1. The catalyst class is: 2. (3) Reactant: [C:1]([O:5][C:6]([N:8]1[CH2:13][CH2:12][CH:11]([O:14][CH2:15][C:16](OC(C)(C)C)=[O:17])[CH2:10][CH2:9]1)=[O:7])([CH3:4])([CH3:3])[CH3:2]. Product: [C:1]([O:5][C:6]([N:8]1[CH2:9][CH2:10][CH:11]([O:14][CH2:15][CH2:16][OH:17])[CH2:12][CH2:13]1)=[O:7])([CH3:4])([CH3:3])[CH3:2]. The catalyst class is: 1.